From a dataset of Peptide-MHC class I binding affinity with 185,985 pairs from IEDB/IMGT. Regression. Given a peptide amino acid sequence and an MHC pseudo amino acid sequence, predict their binding affinity value. This is MHC class I binding data. (1) The peptide sequence is VILQNPFLL. The MHC is HLA-A02:02 with pseudo-sequence HLA-A02:02. The binding affinity (normalized) is 0.203. (2) The peptide sequence is GLADAFILL. The MHC is HLA-C15:02 with pseudo-sequence HLA-C15:02. The binding affinity (normalized) is 0.0847.